Dataset: Reaction yield outcomes from USPTO patents with 853,638 reactions. Task: Predict the reaction yield, written as a fraction of the theoretical maximum amount of product (1.0 means a 100% yield; for example, 0.34 means a 34% yield). (1) The reactants are [I:1][C:2]1[C:3]([NH2:17])=[N:4][C:5](=[O:16])[N:6]([CH:15]=1)[C@@H:7]1[O:14][C@H:11]([CH2:12][OH:13])[C@@H:9]([OH:10])[CH2:8]1.N1C=CN=C1.[Si:23](Cl)([C:26]([CH3:29])([CH3:28])[CH3:27])([CH3:25])[CH3:24]. The catalyst is CN(C=O)C. The product is [Si:23]([O:13][CH2:12][C@H:11]1[O:14][C@@H:7]([N:6]2[CH:15]=[C:2]([I:1])[C:3]([NH2:17])=[N:4][C:5]2=[O:16])[CH2:8][C@@H:9]1[OH:10])([C:26]([CH3:29])([CH3:28])[CH3:27])([CH3:25])[CH3:24]. The yield is 0.720. (2) The reactants are [Si:1]([O:8][C@H:9]1[CH2:13][CH2:12][NH:11][C:10]1=[O:14])([C:4]([CH3:7])([CH3:6])[CH3:5])([CH3:3])[CH3:2].[H-].[Na+].Br[CH2:18][C:19]1[CH:24]=[CH:23][C:22]([CH3:25])=[CH:21][CH:20]=1. The catalyst is C1COCC1. The product is [Si:1]([O:8][C@H:9]1[CH2:13][CH2:12][N:11]([CH2:18][C:19]2[CH:24]=[CH:23][C:22]([CH3:25])=[CH:21][CH:20]=2)[C:10]1=[O:14])([C:4]([CH3:7])([CH3:6])[CH3:5])([CH3:3])[CH3:2]. The yield is 0.880. (3) The product is [NH2:1][C:2]1[N:3]=[C:4]([CH3:13])[C:5]([I:14])=[C:6]([CH:12]=1)[C:7]([O:9][CH2:10][CH3:11])=[O:8]. The reactants are [NH2:1][C:2]1[N:3]=[C:4]([CH3:13])[CH:5]=[C:6]([CH:12]=1)[C:7]([O:9][CH2:10][CH3:11])=[O:8].[I:14]N1C(=O)CCC1=O. The catalyst is CN(C=O)C. The yield is 0.570. (4) The yield is 0.650. The catalyst is C(OCC)(=O)C.[Pd]. The product is [NH2:32][C:26]1[CH:27]=[CH:28][CH:29]=[C:30]2[C:25]=1[C:24](=[O:35])[N:23]([CH:16]([C:8]1[CH:9]=[CH:10][C:11]([O:12][CH:13]([F:14])[F:15])=[C:6]([O:5][CH2:4][CH:1]3[CH2:2][CH2:3]3)[CH:7]=1)[CH2:17][C:18]([N:20]([CH3:21])[CH3:22])=[O:19])[CH2:31]2. The reactants are [CH:1]1([CH2:4][O:5][C:6]2[CH:7]=[C:8]([CH:16]([N:23]3[CH2:31][C:30]4[C:25](=[C:26]([N+:32]([O-])=O)[CH:27]=[CH:28][CH:29]=4)[C:24]3=[O:35])[CH2:17][C:18]([N:20]([CH3:22])[CH3:21])=[O:19])[CH:9]=[CH:10][C:11]=2[O:12][CH:13]([F:15])[F:14])[CH2:3][CH2:2]1.[H][H]. (5) The product is [Cl:1][C:2]1[CH:3]=[C:4]([CH:5]([OH:6])[CH2:40][N+:37]([O-:39])=[O:38])[CH:7]=[CH:8][CH:9]=1. The yield is 1.00. The reactants are [Cl:1][C:2]1[CH:3]=[C:4]([CH:7]=[CH:8][CH:9]=1)[CH:5]=[O:6].S([O-])([O-])(=O)=O.[Mg+2].CC(N=P(N1CCCC1)(N1CCCC1)N1CCCC1)(C)C.[N+:37]([CH3:40])([O-:39])=[O:38]. No catalyst specified. (6) The reactants are Br[C:2]1[CH:3]=[C:4]([NH2:11])[C:5]([N+:8]([O-:10])=[O:9])=[N:6][CH:7]=1.C([O-])([O-])=O.[Cs+].[Cs+].[C:18]([O:22][C:23]([NH:25][C:26]1[CH:31]=[CH:30][C:29]([OH:32])=[CH:28][CH:27]=1)=[O:24])([CH3:21])([CH3:20])[CH3:19]. The catalyst is CN(C=O)C. The product is [N+:8]([C:5]1[C:4]([NH2:11])=[CH:3][C:2]([O:32][C:29]2[CH:28]=[CH:27][C:26]([NH:25][C:23]([O:22][C:18]([CH3:21])([CH3:20])[CH3:19])=[O:24])=[CH:31][CH:30]=2)=[CH:7][N:6]=1)([O-:10])=[O:9]. The yield is 0.900. (7) The reactants are [Cl:1][C:2]1[N:10](CC=C)[C:9]2[C:8](=[O:14])[NH:7][C:6](=[O:15])[N:5]([CH2:16][CH2:17][CH3:18])[C:4]=2[N:3]=1.C(=O)([O-])[O-].[Cs+].[Cs+].Br[CH2:26][C:27]#[N:28].N1CCOCC1.Cl. The catalyst is CN(C=O)C.C1C=CC([P]([Pd]([P](C2C=CC=CC=2)(C2C=CC=CC=2)C2C=CC=CC=2)([P](C2C=CC=CC=2)(C2C=CC=CC=2)C2C=CC=CC=2)[P](C2C=CC=CC=2)(C2C=CC=CC=2)C2C=CC=CC=2)(C2C=CC=CC=2)C2C=CC=CC=2)=CC=1. The product is [Cl:1][C:2]1[NH:10][C:9]2[C:8](=[O:14])[N:7]([CH2:26][C:27]#[N:28])[C:6](=[O:15])[N:5]([CH2:16][CH2:17][CH3:18])[C:4]=2[N:3]=1. The yield is 0.330.